From a dataset of Catalyst prediction with 721,799 reactions and 888 catalyst types from USPTO. Predict which catalyst facilitates the given reaction. (1) Reactant: [CH3:1][C:2]1[N:6]([CH2:7][C:8]([OH:10])=O)[N:5]=[C:4]([C:11]([F:14])([F:13])[F:12])[CH:3]=1.C(N(C(C)C)CC)(C)C.C[NH3+].F[P-](F)(F)(F)(F)F.N1(OC(N(C)C)=[N+](C)C)C2N=CC=CC=2N=N1.F[P-](F)(F)(F)(F)F.Cl.[CH3:58][N:59]([C@H:72]1[C:81]2[C:76](=[CH:77][CH:78]=[CH:79][CH:80]=2)[CH2:75][CH2:74][CH2:73]1)[C:60]([C:62]1[N:63]=[C:64]([CH2:67][CH2:68][CH2:69][NH:70][CH3:71])[S:65][CH:66]=1)=[O:61]. Product: [CH3:58][N:59]([C@H:72]1[C:81]2[C:76](=[CH:77][CH:78]=[CH:79][CH:80]=2)[CH2:75][CH2:74][CH2:73]1)[C:60]([C:62]1[N:63]=[C:64]([CH2:67][CH2:68][CH2:69][N:70]([CH3:71])[C:8](=[O:10])[CH2:7][N:6]2[C:2]([CH3:1])=[CH:3][C:4]([C:11]([F:14])([F:13])[F:12])=[N:5]2)[S:65][CH:66]=1)=[O:61]. The catalyst class is: 10. (2) Reactant: C(N(CC)CC)C.Cl.[Br:9][C:10]1[CH:15]=[CH:14][C:13]([CH:16]2[CH2:20][CH2:19][NH:18][CH2:17]2)=[CH:12][CH:11]=1.[C:21](O[C:21]([O:23][C:24]([CH3:27])([CH3:26])[CH3:25])=[O:22])([O:23][C:24]([CH3:27])([CH3:26])[CH3:25])=[O:22]. Product: [Br:9][C:10]1[CH:11]=[CH:12][C:13]([CH:16]2[CH2:20][CH2:19][N:18]([C:21]([O:23][C:24]([CH3:27])([CH3:26])[CH3:25])=[O:22])[CH2:17]2)=[CH:14][CH:15]=1. The catalyst class is: 20. (3) Reactant: [Mg:1].[Br:2][C:3]1[CH:8]=[CH:7][CH:6]=[CH:5][C:4]=1[O:9][CH3:10].[F:11][C:12]([F:26])([F:25])[O:13][C:14]1[CH:15]=[C:16]2[C:20](=[CH:21][CH:22]=1)[NH:19][C:18](=[O:23])[C:17]2=[O:24].[NH4+].[Cl-]. Product: [CH3:12][O:13][C:14]1[CH:15]=[CH:16][CH:20]=[CH:21][C:22]=1[Mg:1][Br:2].[OH:24][C:17]1([C:3]2[CH:8]=[CH:7][CH:6]=[CH:5][C:4]=2[O:9][CH3:10])[C:16]2[C:20](=[CH:21][CH:22]=[C:14]([O:13][C:12]([F:11])([F:25])[F:26])[CH:15]=2)[NH:19][C:18]1=[O:23]. The catalyst class is: 332. (4) Reactant: [Cl-].[Cl-].[Cl-].[Al+3].[Cl:5][C:6]1[CH:14]=[CH:13][C:9]([C:10](Cl)=[O:11])=[CH:8][CH:7]=1.[F:15][C:16]1[CH:17]=[C:18]([O:22][CH3:23])[CH:19]=[CH:20][CH:21]=1. Product: [Cl:5][C:6]1[CH:14]=[CH:13][C:9]([C:10]([C:21]2[CH:20]=[CH:19][C:18]([O:22][CH3:23])=[CH:17][C:16]=2[F:15])=[O:11])=[CH:8][CH:7]=1. The catalyst class is: 641. (5) The catalyst class is: 3. Reactant: [C:1]1([NH:7][NH2:8])[CH:6]=[CH:5][CH:4]=[CH:3][CH:2]=1.[C:9]1([CH:15]=[CH:16][C:17]([C:19]2[CH:20]=[CH:21][C:22]3[O:27][CH2:26][C:25](=[O:28])[NH:24][C:23]=3[CH:29]=2)=O)[CH:14]=[CH:13][CH:12]=[CH:11][CH:10]=1. Product: [C:1]1([N:7]2[C:15]([C:9]3[CH:10]=[CH:11][CH:12]=[CH:13][CH:14]=3)=[CH:16][C:17]([C:19]3[CH:20]=[CH:21][C:22]4[O:27][CH2:26][C:25](=[O:28])[NH:24][C:23]=4[CH:29]=3)=[N:8]2)[CH:6]=[CH:5][CH:4]=[CH:3][CH:2]=1. (6) Reactant: [C:1]1(P([C:1]2[CH:6]=CC=[CH:3][CH:2]=2)[C:1]2[CH:6]=CC=[CH:3][CH:2]=2)[CH:6]=CC=[CH:3][CH:2]=1.[Cl:20][C:21]1[CH:22]=[C:23]([CH:26]=[CH:27][C:28]=1[OH:29])[C:24]#[N:25].N(C(OC(C)C)=O)=NC(OC(C)C)=O.CC(O)C=C. Product: [Cl:20][C:21]1[CH:22]=[C:23]([CH:26]=[CH:27][C:28]=1[O:29][CH:2]([CH3:3])[CH:1]=[CH2:6])[C:24]#[N:25]. The catalyst class is: 7. (7) Reactant: [F-].C([N+](CCCC)(CCCC)CCCC)CCC.[Br:19][C:20]1[CH:21]=[C:22]2[CH:28]=[CH:27][N:26]([Si](C(C)(C)C)(C)C)[C:23]2=[N:24][CH:25]=1. Product: [Br:19][C:20]1[CH:21]=[C:22]2[CH:28]=[CH:27][NH:26][C:23]2=[N:24][CH:25]=1. The catalyst class is: 7.